The task is: Predict which catalyst facilitates the given reaction.. This data is from Catalyst prediction with 721,799 reactions and 888 catalyst types from USPTO. (1) Reactant: [C:1]([OH:5])([CH3:4])([CH3:3])[CH3:2].N1C=CC=CC=1.Cl[C:13]([O:15][CH:16]([Cl:18])[CH3:17])=[O:14]. Product: [C:13](=[O:14])([O:5][C:1]([CH3:4])([CH3:3])[CH3:2])[O:15][CH:16]([Cl:18])[CH3:17]. The catalyst class is: 2. (2) Reactant: CCN(C(C)C)C(C)C.[S:10](Cl)([CH3:13])(=[O:12])=[O:11].[CH2:15]([O:17][C:18]([C:20]1[CH:25]=[C:24]([C:26]#[N:27])[C:23](=[O:28])[NH:22][C:21]=1[CH2:29][O:30][CH2:31][C:32]1[CH:37]=[CH:36][C:35]([O:38][CH3:39])=[C:34]([O:40][CH3:41])[CH:33]=1)=[O:19])[CH3:16].Cl. Product: [CH2:15]([O:17][C:18](=[O:19])[C:20]1[CH:25]=[C:24]([C:26]#[N:27])[C:23]([O:28][S:10]([CH3:13])(=[O:12])=[O:11])=[N:22][C:21]=1[CH2:29][O:30][CH2:31][C:32]1[CH:37]=[CH:36][C:35]([O:38][CH3:39])=[C:34]([O:40][CH3:41])[CH:33]=1)[CH3:16]. The catalyst class is: 34. (3) Reactant: Cl[C:2]1[N:7]=[C:6]([C:8]2[CH:9]=[N:10][CH:11]=[C:12]([Cl:14])[CH:13]=2)[C:5]2[N:15]([CH2:27][C@H:28]3[CH2:33][CH2:32][C@H:31]([CH3:34])[CH2:30][CH2:29]3)[C:16]([CH:18]([C:20]3[C:25]([F:26])=[CH:24][CH:23]=[CH:22][N:21]=3)[CH3:19])=[N:17][C:4]=2[CH:3]=1.[CH3:35][N:36](C=O)C. Product: [Cl:14][C:12]1[CH:13]=[C:8]([C:6]2[C:5]3[N:15]([CH2:27][C@H:28]4[CH2:33][CH2:32][C@H:31]([CH3:34])[CH2:30][CH2:29]4)[C:16]([CH:18]([C:20]4[C:25]([F:26])=[CH:24][CH:23]=[CH:22][N:21]=4)[CH3:19])=[N:17][C:4]=3[CH:3]=[C:2]([C:35]#[N:36])[N:7]=2)[CH:9]=[N:10][CH:11]=1. The catalyst class is: 507.